Dataset: Retrosynthesis with 50K atom-mapped reactions and 10 reaction types from USPTO. Task: Predict the reactants needed to synthesize the given product. (1) Given the product COc1ccc2c(Oc3ccc(OCCN4CCCCC4)cc3)c(-c3ccc(OCc4ccccc4)c(C(=O)O)c3)ccc2c1, predict the reactants needed to synthesize it. The reactants are: COC(=O)c1cc(-c2ccc3cc(OC)ccc3c2Oc2ccc(OCCN3CCCCC3)cc2)ccc1OCc1ccccc1. (2) Given the product C=CCn1nc(-c2ccc(O)cc2C)c2cccc(C(F)(F)F)c21, predict the reactants needed to synthesize it. The reactants are: C=CCn1nc(-c2ccc(OC)cc2C)c2cccc(C(F)(F)F)c21. (3) The reactants are: CN1CCNCC1.COc1cc(Cl)ccc1C(=O)O. Given the product COc1cc(Cl)ccc1C(=O)N1CCN(C)CC1, predict the reactants needed to synthesize it. (4) Given the product CC(C)(C)OC(=O)n1nc(-c2ccncc2)c2cc(O)cnc21, predict the reactants needed to synthesize it. The reactants are: CC(C)(C)OC(=O)n1nc(-c2ccncc2)c2cc(O[Si](C)(C)C(C)(C)C)cnc21. (5) Given the product CN(C)CCC(=O)c1ccc(Cl)cc1, predict the reactants needed to synthesize it. The reactants are: C=O.CC(=O)c1ccc(Cl)cc1.CNC. (6) Given the product COc1cc2cc(-c3cccc(NC(C)=O)c3)nc(C)c2cc1OC, predict the reactants needed to synthesize it. The reactants are: CC(=O)Cl.COc1cc2cc(-c3cccc(N)c3)nc(C)c2cc1OC. (7) Given the product CC(C)c1c(N)ccc2c1c1ccccc1n2C(C)C, predict the reactants needed to synthesize it. The reactants are: CC(C)c1c([N+](=O)[O-])ccc2c1c1ccccc1n2C(C)C. (8) Given the product COc1ccc2c(c1)C[C@@H](N)CC2, predict the reactants needed to synthesize it. The reactants are: COc1ccc2c(c1)C[C@@H](N=[N+]=[N-])CC2. (9) The reactants are: CC(C)(C)OC(=O)N1C[C@H]2C[C@@H]1CN2.FC(F)(F)c1cccc(-c2c(-c3ccnc(Cl)c3)nc(Cl)n3cnnc23)c1. Given the product CC(C)(C)OC(=O)N1CC2C[C@@H]1CN2c1nc(-c2ccnc(Cl)c2)c(-c2cccc(C(F)(F)F)c2)c2nncn12, predict the reactants needed to synthesize it.